Dataset: Full USPTO retrosynthesis dataset with 1.9M reactions from patents (1976-2016). Task: Predict the reactants needed to synthesize the given product. (1) Given the product [Cl:16][C:17]1[CH:25]=[CH:24][C:20]([C:21]([N:9]2[CH2:14][CH2:13][C:12](=[O:26])[CH2:11][CH2:10]2)=[O:22])=[CH:19][CH:18]=1, predict the reactants needed to synthesize it. The reactants are: C(N(CC)CC)C.Cl.[NH:9]1[CH2:14][CH2:13][CH2:12][CH2:11][C:10]1=O.[Cl:16][C:17]1[CH:25]=[CH:24][C:20]([C:21](Cl)=[O:22])=[CH:19][CH:18]=1.[OH-:26].[K+]. (2) Given the product [ClH:1].[ClH:1].[CH3:2][O:3][C:4]1[CH:5]=[CH:6][C:7]([CH:10]2[CH2:15][N:14]([C:16]3[N:21]([CH3:22])[C:20](=[O:23])[CH:19]=[C:18]([C:24]4[CH:25]=[CH:26][N:27]=[CH:28][CH:29]=4)[N:17]=3)[CH2:13][CH2:12][NH:11]2)=[CH:8][CH:9]=1, predict the reactants needed to synthesize it. The reactants are: [ClH:1].[CH3:2][O:3][C:4]1[CH:9]=[CH:8][C:7]([CH:10]2[CH2:15][N:14]([C:16]3[N:21]([CH3:22])[C:20](=[O:23])[CH:19]=[C:18]([C:24]4[CH:29]=[CH:28][N:27]=[CH:26][CH:25]=4)[N:17]=3)[CH2:13][CH2:12][NH:11]2)=[CH:6][CH:5]=1. (3) Given the product [C:33]([N:2]1[CH2:6][CH2:5][C@@H:4]([NH:7][C:8]([C:10]2[C:14]3[N:15]=[CH:16][N:17]=[C:18]([C:19]4[C:27]5[O:26][CH2:25][O:24][C:23]=5[CH:22]=[CH:21][C:20]=4[O:28][CH2:29][CH:30]4[CH2:32][CH2:31]4)[C:13]=3[NH:12][CH:11]=2)=[O:9])[CH2:3]1)(=[O:35])[CH3:34], predict the reactants needed to synthesize it. The reactants are: Cl.[NH:2]1[CH2:6][CH2:5][C@@H:4]([NH:7][C:8]([C:10]2[C:14]3[N:15]=[CH:16][N:17]=[C:18]([C:19]4[C:27]5[O:26][CH2:25][O:24][C:23]=5[CH:22]=[CH:21][C:20]=4[O:28][CH2:29][CH:30]4[CH2:32][CH2:31]4)[C:13]=3[NH:12][CH:11]=2)=[O:9])[CH2:3]1.[C:33](Cl)(=[O:35])[CH3:34]. (4) Given the product [P:1]([OH:37])([OH:39])([O:3][CH2:4][CH2:5][C@@H:6]([NH:23][C:24]([C:26]1[CH:31]=[CH:30][C:29]([O:32][CH:33]([CH3:35])[CH3:34])=[C:28]([Cl:36])[CH:27]=1)=[O:25])[CH2:7][C:8]1[CH:13]=[CH:12][C:11]([C:14]2[N:15]=[C:16]([C:20](=[O:22])[CH3:21])[N:17]([CH3:19])[CH:18]=2)=[CH:10][CH:9]=1)=[O:2], predict the reactants needed to synthesize it. The reactants are: [P:1]([O:39]C)([O:37]C)([O:3][CH2:4][CH2:5][C@@H:6]([NH:23][C:24]([C:26]1[CH:31]=[CH:30][C:29]([O:32][CH:33]([CH3:35])[CH3:34])=[C:28]([Cl:36])[CH:27]=1)=[O:25])[CH2:7][C:8]1[CH:13]=[CH:12][C:11]([C:14]2[N:15]=[C:16]([C:20](=[O:22])[CH3:21])[N:17]([CH3:19])[CH:18]=2)=[CH:10][CH:9]=1)=[O:2]. (5) The reactants are: [H-].[Na+].[CH3:3][C:4]1[CH:5]=[C:6]2[C:10](=[CH:11][CH:12]=1)[NH:9][CH:8]=[CH:7]2.[C:13]1([S:19](Cl)(=[O:21])=[O:20])[CH:18]=[CH:17][CH:16]=[CH:15][CH:14]=1.C(=O)([O-])O.[Na+]. Given the product [C:13]1([S:19]([N:9]2[C:10]3[C:6](=[CH:5][C:4]([CH3:3])=[CH:12][CH:11]=3)[CH:7]=[CH:8]2)(=[O:21])=[O:20])[CH:18]=[CH:17][CH:16]=[CH:15][CH:14]=1, predict the reactants needed to synthesize it. (6) Given the product [F:1][C:2]1[CH:7]=[CH:6][CH:5]=[CH:4][C:3]=1[CH2:8][CH2:9][C:10]([OH:12])=[O:11], predict the reactants needed to synthesize it. The reactants are: [F:1][C:2]1[CH:7]=[CH:6][CH:5]=[CH:4][C:3]=1[CH:8]=[CH:9][C:10]([OH:12])=[O:11]. (7) The reactants are: [CH3:1][C:2]1[CH:3]=[C:4]([NH2:9])[C:5]([NH2:8])=[CH:6][CH:7]=1.[C:10]([O:14][C:15]([N:17]1[CH2:22][CH2:21][C@@H:20]([NH:23][C:24]([C:26]2[CH:35]=[CH:34][C:29]3[O:30][CH2:31][CH2:32][O:33][C:28]=3[CH:27]=2)=[O:25])[CH2:19][C@@H:18]1[C:36](O)=[O:37])=[O:16])([CH3:13])([CH3:12])[CH3:11].F[P-](F)(F)(F)(F)F.N1(O[P+](N(C)C)(N(C)C)N(C)C)C2C=CC=CC=2N=N1.CCN(C(C)C)C(C)C. Given the product [NH2:9][C:4]1[CH:3]=[C:2]([CH3:1])[CH:7]=[CH:6][C:5]=1[NH:8][C:36]([C@H:18]1[CH2:19][C@H:20]([NH:23][C:24]([C:26]2[CH:35]=[CH:34][C:29]3[O:30][CH2:31][CH2:32][O:33][C:28]=3[CH:27]=2)=[O:25])[CH2:21][CH2:22][N:17]1[C:15]([O:14][C:10]([CH3:13])([CH3:12])[CH3:11])=[O:16])=[O:37], predict the reactants needed to synthesize it. (8) The reactants are: [CH2:1]([O:8][C:9]([N:11]1[CH2:15][C:14](=[O:16])[C:13]([CH3:22])([C:17]([O:19][CH2:20][CH3:21])=[O:18])[CH2:12]1)=[O:10])[C:2]1[CH:7]=[CH:6][CH:5]=[CH:4][CH:3]=1.[BH4-].[Na+].[Cl-].[NH4+].O. Given the product [CH2:1]([O:8][C:9]([N:11]1[CH2:15][CH:14]([OH:16])[C:13]([CH3:22])([C:17]([O:19][CH2:20][CH3:21])=[O:18])[CH2:12]1)=[O:10])[C:2]1[CH:3]=[CH:4][CH:5]=[CH:6][CH:7]=1, predict the reactants needed to synthesize it. (9) Given the product [N+:13]([C:16]1[CH:21]=[C:20]([N+:22]([O-:24])=[O:23])[CH:19]=[CH:18][C:17]=1[S:25]([NH:1][CH2:2][C:3]1[CH:4]=[CH:5][C:6]([C:7]([O:9][CH3:10])=[O:8])=[CH:11][CH:12]=1)(=[O:27])=[O:26])([O-:15])=[O:14], predict the reactants needed to synthesize it. The reactants are: [NH2:1][CH2:2][C:3]1[CH:12]=[CH:11][C:6]([C:7]([O:9][CH3:10])=[O:8])=[CH:5][CH:4]=1.[N+:13]([C:16]1[CH:21]=[C:20]([N+:22]([O-:24])=[O:23])[CH:19]=[CH:18][C:17]=1[S:25](Cl)(=[O:27])=[O:26])([O-:15])=[O:14].N1C=CC=CC=1.CCN(C(C)C)C(C)C.